This data is from Full USPTO retrosynthesis dataset with 1.9M reactions from patents (1976-2016). The task is: Predict the reactants needed to synthesize the given product. (1) Given the product [N+:1]([C:4]1[CH:9]=[CH:8][C:7]([C:10]2[CH:11]=[CH:12][C:13]([C:16]([F:17])([F:18])[F:19])=[CH:14][CH:15]=2)=[CH:6][C:5]=1[O:20][CH2:21][CH2:22][C:23]([OH:27])=[O:24])([O-:3])=[O:2], predict the reactants needed to synthesize it. The reactants are: [N+:1]([C:4]1[CH:9]=[CH:8][C:7]([C:10]2[CH:15]=[CH:14][C:13]([C:16]([F:19])([F:18])[F:17])=[CH:12][CH:11]=2)=[CH:6][C:5]=1[O:20][CH2:21][CH2:22][CH2:23][OH:24])([O-:3])=[O:2].CC(C)=[O:27].OS(O)(=O)=O.O=[Cr](=O)=O. (2) Given the product [F:1][C:2]1([CH:4]([OH:16])[CH2:5][C:6]([C:9]2[CH:10]=[CH:11][C:12]([F:15])=[CH:13][CH:14]=2)([CH3:8])[CH3:7])[CH2:17][CH2:3]1, predict the reactants needed to synthesize it. The reactants are: [F:1][C:2]([CH:4]([OH:16])[CH2:5][C:6]([C:9]1[CH:14]=[CH:13][C:12]([F:15])=[CH:11][CH:10]=1)([CH3:8])[CH3:7])=[CH2:3].[CH2:17]([Zn]CC)C.ICI.O.